From a dataset of Full USPTO retrosynthesis dataset with 1.9M reactions from patents (1976-2016). Predict the reactants needed to synthesize the given product. (1) The reactants are: P(Br)(Br)[Br:2].CN(C)[CH:7]=[O:8].[F:10][C:11]1[CH:12]=[C:13]2[C:18](=[CH:19][C:20]=1[F:21])[CH2:17][C:16](=O)[CH2:15][CH2:14]2.C(=O)(O)[O-].[Na+]. Given the product [Br:2][C:16]1[CH2:15][CH2:14][C:13]2[C:18](=[CH:19][C:20]([F:21])=[C:11]([F:10])[CH:12]=2)[C:17]=1[CH:7]=[O:8], predict the reactants needed to synthesize it. (2) Given the product [C:33]([NH:1][CH2:2][C:3]1[CH:4]=[C:5]2[CH:12]=[C:11]([C:13]([NH:15][CH:16]([C:21]3[CH:26]=[CH:25][CH:24]=[C:23]([C:27]([F:30])([F:29])[F:28])[CH:22]=3)[C:17]([F:18])([F:19])[F:20])=[O:14])[N:10]([CH2:31][CH3:32])[C:6]2=[N:7][C:8]=1[CH3:9])(=[O:35])[CH3:34], predict the reactants needed to synthesize it. The reactants are: [NH2:1][CH2:2][C:3]1[CH:4]=[C:5]2[CH:12]=[C:11]([C:13]([NH:15][CH:16]([C:21]3[CH:26]=[CH:25][CH:24]=[C:23]([C:27]([F:30])([F:29])[F:28])[CH:22]=3)[C:17]([F:20])([F:19])[F:18])=[O:14])[N:10]([CH2:31][CH3:32])[C:6]2=[N:7][C:8]=1[CH3:9].[C:33](Cl)(=[O:35])[CH3:34].Cl. (3) The reactants are: Cl.[C:2]([C:5]1[S:6][CH:7]=[CH:8][CH:9]=1)(=[O:4])[CH3:3].Cl.[CH3:11][NH2:12].[CH2:13]=O. Given the product [CH3:11][NH:12][CH2:13][CH2:3][C:2]([C:5]1[S:6][CH:7]=[CH:8][CH:9]=1)=[O:4], predict the reactants needed to synthesize it.